From a dataset of Full USPTO retrosynthesis dataset with 1.9M reactions from patents (1976-2016). Predict the reactants needed to synthesize the given product. (1) Given the product [CH2:15]([C:2]1[CH:7]=[CH:6][N:5]=[C:4]([C:8]([O:10][CH2:11][CH3:12])=[O:9])[CH:3]=1)[CH:14]=[CH2:13], predict the reactants needed to synthesize it. The reactants are: Cl[C:2]1[CH:7]=[CH:6][N:5]=[C:4]([C:8]([O:10][CH2:11][CH3:12])=[O:9])[CH:3]=1.[CH2:13]([Sn](CCCC)(CCCC)CCCC)[CH:14]=[CH2:15]. (2) Given the product [CH2:19]([O:18][C:16]([NH:26][CH2:27][CH2:28][CH2:29][CH2:30][C@H:31]([NH:32][C:2]1[C:11]([C:12]([OH:14])=[O:13])=[CH:10][C:9]2[C:4](=[CH:5][CH:6]=[C:7]([Cl:15])[CH:8]=2)[N:3]=1)[C:33]([OH:35])=[O:34])=[O:17])[C:20]1[CH:21]=[CH:22][CH:23]=[CH:24][CH:25]=1, predict the reactants needed to synthesize it. The reactants are: Cl[C:2]1[C:11]([C:12]([OH:14])=[O:13])=[CH:10][C:9]2[C:4](=[CH:5][CH:6]=[C:7]([Cl:15])[CH:8]=2)[N:3]=1.[C:16]([NH:26][CH2:27][CH2:28][CH2:29][CH2:30][C@@H:31]([C:33]([OH:35])=[O:34])[NH2:32])([O:18][CH2:19][C:20]1[CH:25]=[CH:24][CH:23]=[CH:22][CH:21]=1)=[O:17].